This data is from Reaction yield outcomes from USPTO patents with 853,638 reactions. The task is: Predict the reaction yield, written as a fraction of the theoretical maximum amount of product (1.0 means a 100% yield; for example, 0.34 means a 34% yield). (1) The reactants are [Br:1][C:2]1[CH:3]=[C:4]([CH:6]=[C:7]([Br:12])[C:8]=1[O:9][CH2:10][CH3:11])[NH2:5].[CH2:13](N(CC)CC)C.ClC1C=C(N[C:30]([C:32]2[CH:40]=[CH:39][C:35]([C:36]([OH:38])=[O:37])=[CH:34][CH:33]=2)=[O:31])C=C(Cl)C=1O. The catalyst is C(Cl)Cl. The product is [Br:1][C:2]1[CH:3]=[C:4]([NH:5][C:30]([C:32]2[CH:40]=[CH:39][C:35]([C:36]([O:38][CH3:13])=[O:37])=[CH:34][CH:33]=2)=[O:31])[CH:6]=[C:7]([Br:12])[C:8]=1[O:9][CH2:10][CH3:11]. The yield is 0.730. (2) The reactants are I[C:2]1[CH:3]=[C:4]([CH2:8][CH2:9][N:10]2[CH2:15][CH2:14][N:13]([C:16]3[CH:25]=[CH:24][CH:23]=[C:22]4[C:17]=3[CH:18]=[CH:19][C:20]([CH3:26])=[N:21]4)[CH2:12][CH2:11]2)[CH:5]=[CH:6][CH:7]=1.[CH2:27]1[NH:31][C:30](=[O:32])[N:29]2[CH2:33][CH2:34][CH2:35][C@@H:28]12. No catalyst specified. The product is [CH3:26][C:20]1[CH:19]=[CH:18][C:17]2[C:22](=[CH:23][CH:24]=[CH:25][C:16]=2[N:13]2[CH2:14][CH2:15][N:10]([CH2:9][CH2:8][C:4]3[CH:3]=[C:2]([N:31]4[CH2:27][C@@H:28]5[CH2:35][CH2:34][CH2:33][N:29]5[C:30]4=[O:32])[CH:7]=[CH:6][CH:5]=3)[CH2:11][CH2:12]2)[N:21]=1. The yield is 0.600. (3) The reactants are [NH:1]1[CH2:6][CH2:5][CH:4]([CH2:7][NH:8][C:9](=[O:15])[O:10][C:11]([CH3:14])([CH3:13])[CH3:12])[CH2:3][CH2:2]1.Cl[CH2:17][C:18]([CH3:30])([CH3:29])[C:19]([O:21][CH2:22][C:23]1[CH:28]=[CH:27][CH:26]=[CH:25][CH:24]=1)=[O:20].ClCC(C)(C)C(Cl)=O.C(O)C1C=CC=CC=1.C(N(C(C)C)C(C)C)C.[I-].[Na+]. The catalyst is CN(C)C=O. The product is [CH2:22]([O:21][C:19]([C:18]([CH3:30])([CH3:29])[CH2:17][N:1]1[CH2:6][CH2:5][CH:4]([CH2:7][NH:8][C:9](=[O:15])[O:10][C:11]([CH3:12])([CH3:14])[CH3:13])[CH2:3][CH2:2]1)=[O:20])[C:23]1[CH:28]=[CH:27][CH:26]=[CH:25][CH:24]=1. The yield is 0.0100. (4) The reactants are [CH3:1][CH:2]([Si:4]([CH:16]([CH3:18])[CH3:17])([O:8][C:9]1[CH:10]=[C:11]([OH:15])[CH:12]=[CH:13][CH:14]=1)[CH:5]([CH3:7])[CH3:6])[CH3:3].CN[C:21]1[N:26]=[C:25]([CH2:27][CH2:28]O)[CH:24]=[CH:23][CH:22]=1.C1(P(C2C=CC=CC=2)C2C=CC=CC=2)C=CC=CC=1.[N:49]([C:56](OCC)=O)=NC(OCC)=O. The catalyst is C1COCC1. The product is [CH3:7][CH:5]([Si:4]([CH:16]([CH3:18])[CH3:17])([O:8][C:9]1[CH:10]=[C:11]([CH:12]=[CH:13][CH:14]=1)[O:15][CH2:28][CH2:27][C:25]1[N:26]=[C:21]([CH2:56][NH2:49])[CH:22]=[CH:23][CH:24]=1)[CH:2]([CH3:1])[CH3:3])[CH3:6]. The yield is 0.280. (5) The reactants are [NH2:1][C:2]1[CH:3]=[CH:4][C:5]([O:8][CH3:9])=[N:6][CH:7]=1.[ClH:10].[N:11]1[CH:16]=[CH:15][CH:14]=[CH:13][C:12]=1[C:17]([Cl:19])=[O:18].C(OCC)C. The catalyst is O1CCCC1. The product is [ClH:19].[ClH:10].[CH3:9][O:8][C:5]1[N:6]=[CH:7][C:2]([NH:1][C:17]([C:12]2[CH:13]=[CH:14][CH:15]=[CH:16][N:11]=2)=[O:18])=[CH:3][CH:4]=1. The yield is 0.750.